This data is from Full USPTO retrosynthesis dataset with 1.9M reactions from patents (1976-2016). The task is: Predict the reactants needed to synthesize the given product. (1) The reactants are: [NH2:1][C:2]1[N:7]=[C:6]([NH2:8])[C:5]([N:9]2[CH2:14][CH2:13][N:12]([C:15]3[CH:20]=[CH:19][C:18]([C:21](=O)[CH3:22])=[CH:17][CH:16]=3)[CH2:11][CH2:10]2)=[C:4]([CH3:24])[N:3]=1.[C:25]1([NH:31][NH2:32])[CH:30]=[CH:29][CH:28]=[CH:27][CH:26]=1. Given the product [CH3:24][C:4]1[N:3]=[C:2]([NH2:1])[N:7]=[C:6]([NH2:8])[C:5]=1[N:9]1[CH2:10][CH2:11][N:12]([C:15]2[CH:16]=[CH:17][C:18]([C:21](=[N:32][NH:31][C:25]3[CH:30]=[CH:29][CH:28]=[CH:27][CH:26]=3)[CH3:22])=[CH:19][CH:20]=2)[CH2:13][CH2:14]1, predict the reactants needed to synthesize it. (2) Given the product [C:1]([O:5][C:6]([N:8]1[CH2:12][CH2:11][CH2:10][CH:9]1[CH:13]([OH:14])[CH:23]([CH2:22][CH2:21][C:15]1[CH:16]=[CH:17][CH:18]=[CH:19][CH:20]=1)[CH2:24][CH2:25][C:26]1[CH:31]=[CH:30][CH:29]=[CH:28][CH:27]=1)=[O:7])([CH3:4])([CH3:3])[CH3:2], predict the reactants needed to synthesize it. The reactants are: [C:1]([O:5][C:6]([N:8]1[CH2:12][CH2:11][CH2:10][CH:9]1[CH:13]=[O:14])=[O:7])([CH3:4])([CH3:3])[CH3:2].[C:15]1([CH:21]([Mg]Br)[CH2:22][CH2:23][CH2:24][CH2:25][C:26]2[CH:31]=[CH:30][CH:29]=[CH:28][CH:27]=2)[CH:20]=[CH:19][CH:18]=[CH:17][CH:16]=1.Cl.